This data is from Retrosynthesis with 50K atom-mapped reactions and 10 reaction types from USPTO. The task is: Predict the reactants needed to synthesize the given product. Given the product CNS(=O)(=O)c1ccc(N2CCCCC2)c(C(=O)O)c1, predict the reactants needed to synthesize it. The reactants are: C1CCNCC1.CNS(=O)(=O)c1ccc(Cl)c(C(=O)O)c1.